From a dataset of Experimentally validated miRNA-target interactions with 360,000+ pairs, plus equal number of negative samples. Binary Classification. Given a miRNA mature sequence and a target amino acid sequence, predict their likelihood of interaction. (1) The miRNA is mmu-miR-362-3p with sequence AACACACCUGUUCAAGGAUUCA. The protein sequence of the target gene is MATVFCKVGGGEEAVPKKEALNVINVIDQLPKPCPNPKFINRSMATKGLLLPSRRSLASFSEEENTDVMMHMPVEDSEYSSDDTSMSPIPSTLMNPIKMAVTQPNSSFFAGILEGELNKLSLASVVKNTEKDNLAICPRSSKSQIATRGLLDLDNPALDTDTSSTRSESSVVLDVPEVPFICEHTVGDSTAVISWTYAAGKQQVSFYQVLLQEATKPADKDTPKIKTRPWIFNKILGTTVKLMELKSNTSYCLTVRAANTAGVGKWCKPYKFATVSTDFNSFPETNPIQVTVQRKQPHRR.... Result: 1 (interaction). (2) The miRNA is hsa-miR-4663 with sequence AGCUGAGCUCCAUGGACGUGCAGU. The protein sequence of the target gene is MAAPKGSLWVRTQLGLPPLLLLTMALAGGSGTASAEAFDSVLGDTASCHRACQLTYPLHTYPKEEELYACQRGCRLFSICQFVDDGIDLNRTKLECESACTEAYSQSDEQYACHLGCQNQLPFAELRQEQLMSLMPKMHLLFPLTLVRSFWSDMMDSAQSFITSSWTFYLQADDGKIVIFQSKPEIQYAPHLEQEPTNLRESSLSKMSYLQMRNSQAHRNFLEDGESDGFLRCLSLNSGWILTTTLVLSVMVLLWICCATVATAVEQYVPSEKLSIYGDLEFMNEQKLNRYPASSLVVVR.... Result: 1 (interaction). (3) The miRNA is hsa-miR-6862-3p with sequence CCUCACCCAGCUCUCUGGCCCUCU. The protein sequence of the target gene is MWLAAAAPSLARRLLFLGPPPPPLLLLVFSRSSRRRLHSLGLAAMPEKRPFERLPADVSPINYSLCLKPDLLDFTFEGKLEAAAQVRQATNQIVMNCADIDIITASYAPEGDEEIHATGFNYQNEDEKVTLSFPSTLQTGTGTLKIDFVGELNDKMKGFYRSKYTTPSGEVRYAAVTQFEATDARRAFPCWDEPAIKATFDISLVVPKDRVALSNMNVIDRKPYPDDENLVEVKFARTPVMSTYLVAFVVGEYDFVETRSKDGVCVRVYTPVGKAEQGKFALEVAAKTLPFYKDYFNVPY.... Result: 1 (interaction). (4) The miRNA is mmu-miR-7685-5p with sequence ACCUUCCGGUUUCUUCAAGUCUCC. The protein sequence of the target gene is MLRAQRPRLARLRACLSRGLHHKPVMALRREDVNAWERRAPLAPKHIKGITKLGYKVLIQPSNRRAIHDKEYVRAGGILQEDITEACLILGVKRPPEEKLMSKKTYAFFSHTIKAQEANMNLLDEVLKQEIRLIDYEKMVDHRGSRIVAFGQWAGVAGMINILHGMGLRLLALGHHTPFMHLGMAHNYRNSSQAVQAVRDAGYEISLGLMPKSIGPLTFVFTGTGNVSKGAQEVFNELPCEYVEPHELREVSKTGDLRKVYGTVLSRHHHLVRKTDGVYDPVEYEKYPERYTSRFNTDIA.... Result: 0 (no interaction). (5) The miRNA is hsa-miR-1227-5p with sequence GUGGGGCCAGGCGGUGG. Result: 0 (no interaction). The protein sequence of the target gene is MPSCTASTMPGMICKNPDLEFDSLQPCFYPDEDDFYFGGPDSTPPGEDIWKKFELLPTPPLSPSRAFPEHSPEPSNWATEMLLPEADLWGNPAEEDAFGLGGLGGLTPNPVILQDCMWSGFSAREKLERAVNEKLQHGHGPPGASSSCPAPGVGASSSGGRALGGSASAGRTGATLPTDLSHPAAECVDPAVVFPFPVNKRESASVPAAPTSAPATSAVVTSVSVPAVAPVAAPARGSGRPANSGEHKALSTSGEDTLSDSDDEDDEEEDEEEEIDVVTVEKRRSSSNNKAVTTFTITVR.... (6) The protein sequence of the target gene is MPSRTDPKMDRSGGRVRLKAHYGGDILITSVDAMTTFKDLCEEVRDMCGLHQQHPLTLKWVDSEGDPCTVSSQMELEEAFRLVCQGRDEVLIIHVFPSIPEQPGMPCPGEDKSIYRRGARRWRKLYRANGHLFQAKRFNRGAYCGQCSERIWGLSRQGYRCINCKLLVHKRCHVLVPLTCRRHMDSVMPSQEPPVDDKNDGVDLPSEETDGIAYISSSRKHDNIKDDSEDLKPVIDGVDGIKISQGLGLQDFDLIRVIGRGSYAKVLLVRLKKNDQIYAMKVVKKELVHDDEDIDWVQTE.... Result: 0 (no interaction). The miRNA is hsa-miR-6511b-5p with sequence CUGCAGGCAGAAGUGGGGCUGACA. (7) The miRNA is hsa-miR-4464 with sequence AAGGUUUGGAUAGAUGCAAUA. The protein sequence of the target gene is MARRGFSCLLLSTTATDLPVKRRT. Result: 1 (interaction).